This data is from Reaction yield outcomes from USPTO patents with 853,638 reactions. The task is: Predict the reaction yield, written as a fraction of the theoretical maximum amount of product (1.0 means a 100% yield; for example, 0.34 means a 34% yield). (1) The reactants are P(Cl)(Cl)([Cl:3])=O.[CH2:6]([CH:8]1[C:16]2[C:15](O)=[N:14][CH:13]=[N:12][C:11]=2[CH2:10][CH2:9]1)[CH3:7].C(#N)C. No catalyst specified. The product is [Cl:3][C:15]1[C:16]2[CH:8]([CH2:6][CH3:7])[CH2:9][CH2:10][C:11]=2[N:12]=[CH:13][N:14]=1. The yield is 0.266. (2) The reactants are [CH2:1]([O:3][C:4](=[O:19])[CH2:5][NH:6][C:7]1[CH:12]=[C:11]([O:13][CH3:14])[C:10]([O:15][CH3:16])=[CH:9][C:8]=1[C:17]#[N:18])[CH3:2].NC1C=C(OC)C(OC)=CC=1C#N.C(=O)(O)[O-].[Na+].BrCC(OCC)=O. The catalyst is C(O)C.[I-].[Na+]. The product is [NH2:18][C:17]1[C:8]2[C:7](=[CH:12][C:11]([O:13][CH3:14])=[C:10]([O:15][CH3:16])[CH:9]=2)[NH:6][C:5]=1[C:4]([O:3][CH2:1][CH3:2])=[O:19]. The yield is 0.230. (3) The reactants are C([O:8][CH:9]1[CH2:14][CH2:13][CH:12]([O:15][C:16]2[CH:21]=[CH:20][N:19]=[C:18]([NH:22][C:23]3[CH:24]=[C:25]([C:30]4[S:34][C:33]([C:35]([OH:41])([CH3:40])[C:36]([F:39])([F:38])[F:37])=[N:32][CH:31]=4)[CH:26]=[C:27]([CH3:29])[CH:28]=3)[N:17]=2)[CH2:11][CH2:10]1)C1C=CC=CC=1.Cl. The catalyst is CO. The product is [CH3:29][C:27]1[CH:28]=[C:23]([NH:22][C:18]2[N:17]=[C:16]([O:15][CH:12]3[CH2:11][CH2:10][CH:9]([OH:8])[CH2:14][CH2:13]3)[CH:21]=[CH:20][N:19]=2)[CH:24]=[C:25]([C:30]2[S:34][C:33]([C:35]([OH:41])([CH3:40])[C:36]([F:38])([F:39])[F:37])=[N:32][CH:31]=2)[CH:26]=1. The yield is 0.300. (4) The reactants are S(O)(O)(=O)=O.[CH3:6][NH:7][NH2:8].C([O-])(O)=O.[Na+].[N:14]1[N:18]2[CH:19]=[CH:20][CH:21]=[CH:22][C:17]2=[C:16]([CH:23]=O)[CH:15]=1.[CH3:25][C:26]1[CH:31]=[CH:30][C:29]([N+:32]([O-:34])=[O:33])=[CH:28][C:27]=1[S:35](Cl)(=[O:37])=[O:36]. The catalyst is CO. The product is [CH3:6][N:7]([S:35]([C:27]1[CH:28]=[C:29]([N+:32]([O-:34])=[O:33])[CH:30]=[CH:31][C:26]=1[CH3:25])(=[O:36])=[O:37])[N:8]=[CH:23][C:16]1[CH:15]=[N:14][N:18]2[CH:19]=[CH:20][CH:21]=[CH:22][C:17]=12. The yield is 0.570. (5) The reactants are [N+:1]([C:4]1[CH:14]=[CH:13][C:7]([O:8][CH2:9][C:10]([OH:12])=O)=[CH:6][CH:5]=1)([O-:3])=[O:2].Cl.C([N:18](CC)[CH2:19][CH3:20])C.CC[N:25]=C=NCCCN(C)C.Cl.C(N(C(C)C)CC)(C)C. The catalyst is C1COCC1. The product is [N+:1]([C:4]1[CH:5]=[CH:6][C:7]([O:8][CH2:9][C:10]2[O:12][N:25]=[C:19]([CH3:20])[N:18]=2)=[CH:13][CH:14]=1)([O-:3])=[O:2]. The yield is 0.600. (6) The reactants are [CH3:1][C:2]1[C:3]([CH:8]=O)=[N:4][CH:5]=[CH:6][CH:7]=1.[C:10]([O:14][C:15](=[O:22])[NH:16][CH2:17][CH2:18][CH2:19][CH2:20][NH2:21])([CH3:13])([CH3:12])[CH3:11].[BH4-].[Na+]. The catalyst is CO. The product is [C:10]([O:14][C:15](=[O:22])[NH:16][CH2:17][CH2:18][CH2:19][CH2:20][NH:21][CH2:8][C:3]1[C:2]([CH3:1])=[CH:7][CH:6]=[CH:5][N:4]=1)([CH3:13])([CH3:11])[CH3:12]. The yield is 0.870.